This data is from Catalyst prediction with 721,799 reactions and 888 catalyst types from USPTO. The task is: Predict which catalyst facilitates the given reaction. (1) Reactant: Cl[C:2]1[C:11]2[C:6](=[C:7]([N+:12]([O-:14])=[O:13])[CH:8]=[CH:9][CH:10]=2)[CH:5]=[CH:4][N:3]=1.[F:15][C:16]([F:25])([F:24])[C:17]1[CH:23]=[CH:22][C:20]([NH2:21])=[CH:19][CH:18]=1. Product: [N+:12]([C:7]1[CH:8]=[CH:9][CH:10]=[C:11]2[C:6]=1[CH:5]=[CH:4][N:3]=[C:2]2[NH:21][C:20]1[CH:22]=[CH:23][C:17]([C:16]([F:15])([F:24])[F:25])=[CH:18][CH:19]=1)([O-:14])=[O:13]. The catalyst class is: 60. (2) The catalyst class is: 2. Product: [N+:47]([C:44]1[CH:43]=[CH:42][C:41]([O:40][C:39](=[O:50])[NH:10][CH2:9][C:8]([C:11]2[CH:16]=[CH:15][CH:14]=[C:13]([O:17][C:18]([F:21])([F:20])[F:19])[CH:12]=2)([C:22]2[CH:27]=[CH:26][CH:25]=[C:24]([O:28][C:29]([F:30])([F:31])[F:32])[CH:23]=2)[CH2:7][C:1]2[CH:6]=[CH:5][CH:4]=[CH:3][CH:2]=2)=[CH:46][CH:45]=1)([O-:49])=[O:48]. Reactant: [C:1]1([CH2:7][C:8]([C:22]2[CH:27]=[CH:26][CH:25]=[C:24]([O:28][C:29]([F:32])([F:31])[F:30])[CH:23]=2)([C:11]2[CH:16]=[CH:15][CH:14]=[C:13]([O:17][C:18]([F:21])([F:20])[F:19])[CH:12]=2)[CH2:9][NH2:10])[CH:6]=[CH:5][CH:4]=[CH:3][CH:2]=1.C([O-])([O-])=O.[K+].[K+].[C:39](Cl)(=[O:50])[O:40][C:41]1[CH:46]=[CH:45][C:44]([N+:47]([O-:49])=[O:48])=[CH:43][CH:42]=1. (3) Reactant: C(N(CC)CC)C.[B-](F)(F)(F)F.CN(C(ON1C(=O)CCC1=O)=[N+](C)C)C.[CH3:28][O:29][C:30]1[CH:35]=[CH:34][C:33]([C:36]2[CH:41]=[CH:40][N:39]=[C:38]3[NH:42][C:43]([C:45]4[CH:53]=[CH:52][C:48]([C:49](O)=[O:50])=[CH:47][CH:46]=4)=[N:44][C:37]=23)=[CH:32][CH:31]=1.[CH3:54][C@H:55]1[CH2:60][O:59][CH2:58][CH2:57][NH:56]1. Product: [CH3:28][O:29][C:30]1[CH:31]=[CH:32][C:33]([C:36]2[CH:41]=[CH:40][N:39]=[C:38]3[NH:42][C:43]([C:45]4[CH:53]=[CH:52][C:48]([C:49]([N:56]5[CH2:57][CH2:58][O:59][CH2:60][C@H:55]5[CH3:54])=[O:50])=[CH:47][CH:46]=4)=[N:44][C:37]=23)=[CH:34][CH:35]=1. The catalyst class is: 3. (4) Reactant: [N:1]1[CH:6]=[CH:5][CH:4]=[CH:3][C:2]=1[CH2:7][O:8][C:9]1[CH:14]=[CH:13][C:12]([CH2:15][CH2:16][CH:17]([CH2:22][CH2:23][CH2:24][C:25]2[CH:30]=[CH:29][CH:28]=[CH:27][CH:26]=2)[C:18]([O:20]C)=[O:19])=[CH:11][CH:10]=1. Product: [N:1]1[CH:6]=[CH:5][CH:4]=[CH:3][C:2]=1[CH2:7][O:8][C:9]1[CH:14]=[CH:13][C:12]([CH2:15][CH2:16][CH:17]([CH2:22][CH2:23][CH2:24][C:25]2[CH:30]=[CH:29][CH:28]=[CH:27][CH:26]=2)[C:18]([OH:20])=[O:19])=[CH:11][CH:10]=1. The catalyst class is: 28. (5) Reactant: B(Cl)(Cl)Cl.[NH2:5][C:6]1[N:10]=[C:9]([C@@H:11]2[CH2:17][CH2:16][C@@H:15]3[CH2:18][N:12]2[C:13](=[O:27])[N:14]3[O:19]CC2C=CC=CC=2)[O:8][N:7]=1. Product: [NH2:5][C:6]1[N:10]=[C:9]([C@@H:11]2[CH2:17][CH2:16][C@@H:15]3[CH2:18][N:12]2[C:13](=[O:27])[N:14]3[OH:19])[O:8][N:7]=1. The catalyst class is: 2.